Dataset: Full USPTO retrosynthesis dataset with 1.9M reactions from patents (1976-2016). Task: Predict the reactants needed to synthesize the given product. (1) Given the product [CH2:24]([O:23][C:20]1[CH:19]=[CH:18][C:17]([N:11]([CH2:12][CH:13]=[C:14]([CH3:16])[CH3:15])[CH:8]2[CH2:9][CH2:10][N:5]([C:3](=[O:4])[C@@H:2]([NH:1][CH:36]([CH3:38])[CH3:35])[CH2:31][CH:32]([CH3:34])[CH3:33])[CH2:6][CH2:7]2)=[CH:22][CH:21]=1)[C:25]1[CH:30]=[CH:29][CH:28]=[CH:27][CH:26]=1, predict the reactants needed to synthesize it. The reactants are: [NH2:1][C@@H:2]([CH2:31][CH:32]([CH3:34])[CH3:33])[C:3]([N:5]1[CH2:10][CH2:9][CH:8]([N:11]([C:17]2[CH:22]=[CH:21][C:20]([O:23][CH2:24][C:25]3[CH:30]=[CH:29][CH:28]=[CH:27][CH:26]=3)=[CH:19][CH:18]=2)[CH2:12][CH:13]=[C:14]([CH3:16])[CH3:15])[CH2:7][CH2:6]1)=[O:4].[CH3:35][C:36]([CH3:38])=O.[BH-](OC(C)=O)(OC(C)=O)OC(C)=O.[Na+]. (2) Given the product [F:1][C:2]1[CH:3]=[CH:4][C:5]2[C:14]([CH:15]=1)=[N:13][C:12]([O:16][C@H:17]1[CH2:49][N:20]3[C:21](=[O:48])[C@@H:22]([NH:39][C:40]([C:42]4[CH:46]=[C:45]([CH3:47])[O:44][N:43]=4)=[O:41])[CH2:23][CH2:24][CH2:25][CH2:26][CH2:27][CH:28]=[CH:29][C@@H:30]4[CH2:35][C@@:31]4([C:36](=[O:37])[NH:69][S:66]([C:63]4([CH3:62])[CH2:65][CH2:64]4)(=[O:68])=[O:67])[NH:32][C:33](=[O:34])[C@@H:19]3[CH2:18]1)=[C:11]1[C:6]=2[CH:7]=[CH:8][CH:9]=[CH:10]1, predict the reactants needed to synthesize it. The reactants are: [F:1][C:2]1[CH:3]=[CH:4][C:5]2[C:14]([CH:15]=1)=[N:13][C:12]([O:16][C@H:17]1[CH2:49][N:20]3[C:21](=[O:48])[C@@H:22]([NH:39][C:40]([C:42]4[CH:46]=[C:45]([CH3:47])[O:44][N:43]=4)=[O:41])[CH2:23][CH2:24][CH2:25][CH2:26][CH2:27][CH:28]=[CH:29][C@@H:30]4[CH2:35][C@@:31]4([C:36](O)=[O:37])[NH:32][C:33](=[O:34])[C@@H:19]3[CH2:18]1)=[C:11]1[C:6]=2[CH:7]=[CH:8][CH:9]=[CH:10]1.C(N1C=CN=C1)(N1C=CN=C1)=O.[CH3:62][C:63]1([S:66]([NH2:69])(=[O:68])=[O:67])[CH2:65][CH2:64]1.Cl.O1CCOCC1. (3) Given the product [Cl-:14].[CH2:16]([C:21]1[C:30]2[C:25](=[CH:26][C:27]([O:33][CH3:34])=[C:28]([O:31][CH3:32])[CH:29]=2)[CH2:24][CH2:23][N+:22]=1[CH2:35][C:36]1[CH:41]=[CH:40][C:39]([O:42][CH3:43])=[CH:38][CH:37]=1)[CH2:17][CH2:18][CH2:19][CH2:20][CH2:1][CH2:2][CH2:3][CH2:4][CH2:5][CH3:6], predict the reactants needed to synthesize it. The reactants are: [C:1]([Cl:14])(=O)[CH2:2][CH2:3][CH2:4][CH2:5][CH2:6]CCCCCC.[Cl-].[CH2:16]([C:21]1[C:30]2[C:25](=[CH:26][C:27]([O:33][CH3:34])=[C:28]([O:31][CH3:32])[CH:29]=2)[CH2:24][CH2:23][N+:22]=1[CH2:35][C:36]1[CH:41]=[CH:40][C:39]([O:42][CH3:43])=[CH:38][CH:37]=1)[CH2:17][CH2:18][CH2:19][CH3:20].[Cl-].C(C1C2C(=CC(OC)=C(OC)C=2)CC[N+]=1CC1C=CC(C)=CC=1)CCCCCCCCCC. (4) Given the product [NH:10]1[C:9]2[CH:8]=[CH:7][S:6][C:5]=2[C:3](=[O:4])[NH:11][C:12]1=[O:13], predict the reactants needed to synthesize it. The reactants are: CO[C:3]([C:5]1[S:6][CH:7]=[CH:8][C:9]=1[NH2:10])=[O:4].[NH2:11][C:12](N)=[O:13].